This data is from Forward reaction prediction with 1.9M reactions from USPTO patents (1976-2016). The task is: Predict the product of the given reaction. (1) Given the reactants [CH3:1][C:2]([OH:7])([CH3:6])[CH2:3][CH2:4][OH:5].[C:8]1([CH3:18])[CH:13]=[CH:12][C:11]([S:14](Cl)(=[O:16])=[O:15])=[CH:10][CH:9]=1.C(OCC)(=O)C, predict the reaction product. The product is: [CH3:18][C:8]1[CH:13]=[CH:12][C:11]([S:14]([O:5][CH2:4][CH2:3][C:2]([OH:7])([CH3:6])[CH3:1])(=[O:16])=[O:15])=[CH:10][CH:9]=1. (2) Given the reactants [CH:1]1([CH2:4][N:5]2[C:14](=[O:15])[C:13]3([CH2:19][CH2:18][CH2:17][CH2:16]3)[C:12]3[C:7](=[CH:8][C:9]([N+:20]([O-])=O)=[CH:10][CH:11]=3)[C:6]2=[O:23])[CH2:3][CH2:2]1.[H][H], predict the reaction product. The product is: [NH2:20][C:9]1[CH:8]=[C:7]2[C:12]([C:13]3([CH2:19][CH2:18][CH2:17][CH2:16]3)[C:14](=[O:15])[N:5]([CH2:4][CH:1]3[CH2:2][CH2:3]3)[C:6]2=[O:23])=[CH:11][CH:10]=1.